From a dataset of Full USPTO retrosynthesis dataset with 1.9M reactions from patents (1976-2016). Predict the reactants needed to synthesize the given product. (1) Given the product [Cl:23][CH2:2][C:3]1[N:7]([C:8]2[CH:15]=[CH:14][C:11]([C:12]#[N:13])=[C:10]([C:16]([F:19])([F:18])[F:17])[C:9]=2[CH3:20])[N:6]=[N:5][N:4]=1, predict the reactants needed to synthesize it. The reactants are: O[CH2:2][C:3]1[N:7]([C:8]2[CH:15]=[CH:14][C:11]([C:12]#[N:13])=[C:10]([C:16]([F:19])([F:18])[F:17])[C:9]=2[CH3:20])[N:6]=[N:5][N:4]=1.S(Cl)([Cl:23])=O.O. (2) Given the product [O:70]=[S:62]1(=[O:71])[C:63]2[CH:68]=[CH:67][CH:66]=[CH:65][C:64]=2[C:60]2[CH:59]=[CH:58][C:57]([N:50]3[CH:51]4[CH2:54][CH2:55][N:47]([CH2:53][CH2:52]4)[CH2:48][CH2:49]3)=[CH:72][C:61]1=2, predict the reactants needed to synthesize it. The reactants are: C1(P(C2C=CC=CC=2)C2C=CC3C(=CC=CC=3)C=2C2C3C(=CC=CC=3)C=CC=2P(C2C=CC=CC=2)C2C=CC=CC=2)C=CC=CC=1.[N:47]12[CH2:55][CH2:54][CH:51]([CH2:52][CH2:53]1)[NH:50][CH2:49][CH2:48]2.Br[C:57]1[CH:58]=[CH:59][C:60]2[C:64]3[CH:65]=[CH:66][C:67](Br)=[CH:68][C:63]=3[S:62](=[O:71])(=[O:70])[C:61]=2[CH:72]=1.C([O-])([O-])=O.[Cs+].[Cs+]. (3) Given the product [CH3:1][N:2]([CH:6]1[CH2:7][CH2:8][N:9]([C:12]2[C:13]([C:26]3[CH:27]=[CH:28][CH:29]=[CH:30][CH:31]=3)=[N:14][C:15]3[C:20]([N:21]=2)=[CH:19][C:18]([C:22]([OH:24])=[O:23])=[CH:17][CH:16]=3)[CH2:10][CH2:11]1)[C:3](=[O:5])[CH3:4], predict the reactants needed to synthesize it. The reactants are: [CH3:1][N:2]([CH:6]1[CH2:11][CH2:10][N:9]([C:12]2[C:13]([C:26]3[CH:31]=[CH:30][CH:29]=[CH:28][CH:27]=3)=[N:14][C:15]3[C:20]([N:21]=2)=[CH:19][C:18]([C:22]([O:24]C)=[O:23])=[CH:17][CH:16]=3)[CH2:8][CH2:7]1)[C:3](=[O:5])[CH3:4].ClCCl.[OH-].[Na+]. (4) Given the product [CH3:10][O:9][C:8]1[C:3]([O:2][CH3:1])=[CH:4][C:5]([C:11]2([C:17]#[N:18])[CH2:12][CH2:13][CH2:14][CH2:15][CH2:16]2)=[C:6]([N+:19]([O-:21])=[O:20])[CH:7]=1, predict the reactants needed to synthesize it. The reactants are: [CH3:1][O:2][C:3]1[CH:4]=[C:5]([C:11]2([C:17]#[N:18])[CH2:16][CH2:15][CH2:14][CH2:13][CH2:12]2)[CH:6]=[CH:7][C:8]=1[O:9][CH3:10].[N+:19]([O-])([OH:21])=[O:20]. (5) Given the product [CH3:14][C:12]1[CH:13]=[C:5]([OH:4])[C:6]2[CH2:7][CH2:8][CH2:9][C:10]=2[CH:11]=1, predict the reactants needed to synthesize it. The reactants are: C([O:4][C:5]1[CH:13]=[C:12]([CH3:14])[CH:11]=[C:10]2[C:6]=1[CH2:7][CH2:8][CH2:9]2)(=O)C. (6) Given the product [I:38][CH2:7][CH2:6][C:5]1[CH:9]=[CH:10][C:11]([O:12][CH3:13])=[C:3]([O:2][CH3:1])[CH:4]=1, predict the reactants needed to synthesize it. The reactants are: [CH3:1][O:2][C:3]1[CH:4]=[C:5]([CH:9]=[CH:10][C:11]=1[O:12][CH3:13])[CH2:6][CH2:7]O.C1(P(C2C=CC=CC=2)C2C=CC=CC=2)C=CC=CC=1.N1C=CN=C1.[I:38]I.S([O-])([O-])(=O)=S.[Na+].[Na+]. (7) Given the product [CH2:7]([O:6][P:4]([CH2:9][C:10]1[CH:11]=[CH:12][C:13]([NH:16][C:17]2[N:22]=[C:21]([NH:23][C:24]3[CH:25]=[CH:26][C:27]([C:35]4[CH2:36][CH2:37][N:38]([C:41]([O:43][C:44]([CH3:45])([CH3:46])[CH3:47])=[O:42])[CH2:39][CH:40]=4)=[C:28]4[C:32]=3[C:31](=[O:33])[N:30]([CH3:34])[CH2:29]4)[C:20]([C:48]([F:50])([F:49])[F:51])=[CH:19][N:18]=2)=[C:14]([O:54][CH3:52])[CH:15]=1)([O:3][CH2:1][CH3:2])=[O:5])[CH3:8], predict the reactants needed to synthesize it. The reactants are: [CH2:1]([O:3][P:4]([CH2:9][C:10]1[CH:15]=[CH:14][C:13]([NH:16][C:17]2[N:22]=[C:21]([NH:23][C:24]3[CH:25]=[CH:26][C:27]([C:35]4[CH2:36][CH2:37][N:38]([C:41]([O:43][C:44]([CH3:47])([CH3:46])[CH3:45])=[O:42])[CH2:39][CH:40]=4)=[C:28]4[C:32]=3[C:31](=[O:33])[N:30]([CH3:34])[CH2:29]4)[C:20]([C:48]([F:51])([F:50])[F:49])=[CH:19][N:18]=2)=[CH:12][CH:11]=1)([O:6][CH2:7][CH3:8])=[O:5])[CH3:2].[CH2:52]([O:54]P(CC1C=CC(NC2N=C(NC3C=CC(Br)=C4C=3C(=O)N(C)C4)C(C(F)(F)F)=CN=2)=C(OC)C=1)(=O)OCC)C. (8) Given the product [CH:13]1([N:17]2[C:22](=[O:23])[C:21]([CH2:24][C:25]3[CH:26]=[CH:27][C:28]([C:31]4[CH:36]=[CH:35][CH:34]=[CH:33][C:32]=4[C:37]4[NH:3][C:4](=[O:7])[O:5][N:38]=4)=[CH:29][CH:30]=3)=[C:20]([CH2:39][CH2:40][CH3:41])[N:19]3[N:42]=[C:43]([CH3:45])[N:44]=[C:18]23)[CH2:16][CH2:15][CH2:14]1, predict the reactants needed to synthesize it. The reactants are: [Cl-].O[NH3+:3].[C:4](=[O:7])([O-])[OH:5].[Na+].CS(C)=O.[CH:13]1([N:17]2[C:22](=[O:23])[C:21]([CH2:24][C:25]3[CH:30]=[CH:29][C:28]([C:31]4[C:32]([C:37]#[N:38])=[CH:33][CH:34]=[CH:35][CH:36]=4)=[CH:27][CH:26]=3)=[C:20]([CH2:39][CH2:40][CH3:41])[N:19]3[N:42]=[C:43]([CH3:45])[N:44]=[C:18]23)[CH2:16][CH2:15][CH2:14]1.